This data is from Forward reaction prediction with 1.9M reactions from USPTO patents (1976-2016). The task is: Predict the product of the given reaction. (1) The product is: [CH2:26]([O:25][C:11]1[CH:12]=[C:13]([O:17][CH2:18][C:19]2[CH:24]=[CH:23][CH:22]=[CH:21][CH:20]=2)[C:14]([Br:16])=[CH:15][C:10]=1[C:9]([OH:33])=[O:8])[C:27]1[CH:28]=[CH:29][CH:30]=[CH:31][CH:32]=1. Given the reactants C([O:8][C:9](=[O:33])[C:10]1[CH:15]=[C:14]([Br:16])[C:13]([O:17][CH2:18][C:19]2[CH:24]=[CH:23][CH:22]=[CH:21][CH:20]=2)=[CH:12][C:11]=1[O:25][CH2:26][C:27]1[CH:32]=[CH:31][CH:30]=[CH:29][CH:28]=1)C1C=CC=CC=1.[OH-].[Na+].Cl, predict the reaction product. (2) The product is: [Cl:30][C:27]1[CH:28]=[CH:29][C:24]([C:22]([N:19]2[CH2:18][CH2:17][CH:16]([NH:15][CH2:2][C:3]([N:5]3[C@@H:9]([C:10]#[CH:11])[CH2:8][CH2:7][C@H:6]3[C:13]#[N:14])=[O:4])[CH2:21][CH2:20]2)=[O:23])=[CH:25][CH:26]=1. Given the reactants Cl[CH2:2][C:3]([N:5]1[C@@H:9]([C:10]#[C:11]C)[CH2:8][CH2:7][C@H:6]1[C:13]#[N:14])=[O:4].[NH2:15][CH:16]1[CH2:21][CH2:20][N:19]([C:22]([C:24]2[CH:29]=[CH:28][C:27]([Cl:30])=[CH:26][CH:25]=2)=[O:23])[CH2:18][CH2:17]1, predict the reaction product. (3) Given the reactants [Br:1][C:2]1[CH:3]=[C:4]2[C:8](=[CH:9][CH:10]=1)[C@@H:7]([NH2:11])[CH2:6][CH2:5]2.[F:12][C:13]([F:25])([F:24])[C:14]([NH:16][C:17]1([C:21](O)=[O:22])[CH2:20][O:19][CH2:18]1)=[O:15].NC1(C(O)=O)COC1.C(OC(=O)C(F)(F)F)C, predict the reaction product. The product is: [Br:1][C:2]1[CH:3]=[C:4]2[C:8](=[CH:9][CH:10]=1)[C@@H:7]([NH:11][C:21]([C:17]1([NH:16][C:14](=[O:15])[C:13]([F:25])([F:12])[F:24])[CH2:18][O:19][CH2:20]1)=[O:22])[CH2:6][CH2:5]2. (4) The product is: [C:27]([O:14][C:13]([C:9]1[N:8]([CH2:1][C:2]2[CH:3]=[CH:4][CH:5]=[CH:6][CH:7]=2)[CH:12]=[CH:11][N:10]=1)([C:21]1[CH:26]=[CH:25][CH:24]=[CH:23][CH:22]=1)[C:15]1[CH:16]=[CH:17][CH:18]=[CH:19][CH:20]=1)(=[O:29])[CH3:28]. Given the reactants [CH2:1]([N:8]1[CH:12]=[CH:11][N:10]=[C:9]1[C:13]([C:21]1[CH:26]=[CH:25][CH:24]=[CH:23][CH:22]=1)([C:15]1[CH:20]=[CH:19][CH:18]=[CH:17][CH:16]=1)[OH:14])[C:2]1[CH:7]=[CH:6][CH:5]=[CH:4][CH:3]=1.[C:27](OC(=O)C)(=[O:29])[CH3:28], predict the reaction product. (5) Given the reactants [CH3:1][C:2]1[S:6][C:5](=[NH:7])[N:4]([C:8]2[CH:21]=[CH:20][C:11]3[O:12][C:13]([F:19])([F:18])[C:14]([F:17])([F:16])[O:15][C:10]=3[CH:9]=2)[CH:3]=1.C(N(CC)CC)C.[N:29]1([C:35](Cl)=[O:36])[CH2:34][CH2:33][CH2:32][CH2:31][CH2:30]1, predict the reaction product. The product is: [CH3:1][C:2]1[S:6]/[C:5](=[N:7]\[C:35]([N:29]2[CH2:34][CH2:33][CH2:32][CH2:31][CH2:30]2)=[O:36])/[N:4]([C:8]2[CH:21]=[CH:20][C:11]3[O:12][C:13]([F:19])([F:18])[C:14]([F:16])([F:17])[O:15][C:10]=3[CH:9]=2)[CH:3]=1. (6) Given the reactants [F:1][C:2]1[CH:3]=[C:4]([C@H:8]2[C@@H:12]([C:13]3[CH:18]=[CH:17][CH:16]=[C:15]([F:19])[CH:14]=3)[NH:11][C:10](=[S:20])[NH:9]2)[CH:5]=[CH:6][CH:7]=1.[CH3:21][I:22], predict the reaction product. The product is: [IH:22].[F:19][C:15]1[CH:14]=[C:13]([C@H:12]2[C@@H:8]([C:4]3[CH:5]=[CH:6][CH:7]=[C:2]([F:1])[CH:3]=3)[NH:9][C:10]([S:20][CH3:21])=[N:11]2)[CH:18]=[CH:17][CH:16]=1. (7) Given the reactants [CH2:1]([NH2:4])[C:2]#[CH:3].[OH:5][S:6]([OH:9])(=[O:8])=[O:7], predict the reaction product. The product is: [S:6]([OH:9])([OH:8])(=[O:7])=[O:5].[CH2:1]([NH2:4])[C:2]#[CH:3].[CH2:1]([NH2:4])[C:2]#[CH:3]. (8) Given the reactants Cl.[NH2:2][OH:3].C(N(CC)CC)C.[F:11][C:12]1[CH:17]=[CH:16][CH:15]=[C:14]([F:18])[C:13]=1[N:19]1[C:24]2[N:25]=[C:26]([NH:37][CH2:38][CH2:39][C:40]#[N:41])[N:27]=[C:28]([C:29]3[CH:34]=[CH:33][C:32]([F:35])=[CH:31][C:30]=3[CH3:36])[C:23]=2[CH:22]=[CH:21][C:20]1=[O:42], predict the reaction product. The product is: [F:11][C:12]1[CH:17]=[CH:16][CH:15]=[C:14]([F:18])[C:13]=1[N:19]1[C:24]2[N:25]=[C:26]([NH:37][CH2:38][CH2:39][C:40]([NH:2][OH:3])=[NH:41])[N:27]=[C:28]([C:29]3[CH:34]=[CH:33][C:32]([F:35])=[CH:31][C:30]=3[CH3:36])[C:23]=2[CH:22]=[CH:21][C:20]1=[O:42]. (9) Given the reactants [Cl:1][C:2]1[CH:9]=[CH:8][C:5]([CH:6]=[O:7])=[C:4](F)[CH:3]=1.[Na+].[C:12]1([S:18]([O-:20])=[O:19])[CH:17]=[CH:16][CH:15]=[CH:14][CH:13]=1, predict the reaction product. The product is: [C:12]1([S:18]([C:4]2[CH:3]=[C:2]([Cl:1])[CH:9]=[CH:8][C:5]=2[CH:6]=[O:7])(=[O:20])=[O:19])[CH:17]=[CH:16][CH:15]=[CH:14][CH:13]=1. (10) The product is: [CH2:19]([N:21]1[CH2:26][CH2:25][N:24]([C:13]([C:12]2[CH:11]=[CH:10][C:9]([B:4]3[O:5][C:6]([CH3:7])([CH3:8])[C:2]([CH3:1])([CH3:18])[O:3]3)=[CH:17][CH:16]=2)=[O:15])[CH2:23][CH2:22]1)[CH3:20]. Given the reactants [CH3:1][C:2]1([CH3:18])[C:6]([CH3:8])([CH3:7])[O:5][B:4]([C:9]2[CH:17]=[CH:16][C:12]([C:13]([OH:15])=O)=[CH:11][CH:10]=2)[O:3]1.[CH2:19]([N:21]1[CH2:26][CH2:25][NH:24][CH2:23][CH2:22]1)[CH3:20].C1C=CC2N(O)N=NC=2C=1.CCN=C=NCCCN(C)C.C(N(CC)CC)C, predict the reaction product.